This data is from Catalyst prediction with 721,799 reactions and 888 catalyst types from USPTO. The task is: Predict which catalyst facilitates the given reaction. (1) Reactant: [F:1][C:2]1[CH:24]=[C:23]([N+:25]([O-])=O)[CH:22]=[CH:21][C:3]=1[NH:4][C:5]1[CH:6]=[CH:7][C:8]2[C:14](=[O:15])[C:13]3[CH:16]=[CH:17][CH:18]=[CH:19][C:12]=3[CH2:11][O:10][C:9]=2[CH:20]=1.Cl.[Sn]. Product: [F:1][C:2]1[CH:24]=[C:23]([NH2:25])[CH:22]=[CH:21][C:3]=1[NH:4][C:5]1[CH:6]=[CH:7][C:8]2[C:14](=[O:15])[C:13]3[CH:16]=[CH:17][CH:18]=[CH:19][C:12]=3[CH2:11][O:10][C:9]=2[CH:20]=1. The catalyst class is: 32. (2) Reactant: [O:1]=[C:2]1[NH:6][C:5]2[S:7][C:8]([C:10]([NH2:12])=[O:11])=[CH:9][C:4]=2[CH2:3]1.CC1N=CNC=1[CH:19]=[O:20].[NH:21]1[CH2:26][CH2:25][CH2:24][CH2:23][CH2:22]1. Product: [CH3:19][O:20][C:24]1[CH:23]=[CH:22][NH:21][C:26]=1/[CH:25]=[C:3]1/[C:4]2[CH:9]=[C:8]([C:10]([NH2:12])=[O:11])[S:7][C:5]=2[NH:6][C:2]/1=[O:1]. The catalyst class is: 41. (3) Reactant: [C:1]([O:5][C:6]([NH:8][C@H:9]1[C@H:14]([OH:15])[CH2:13][CH2:12][C@H:11]([C:16]([O:18][CH2:19][CH3:20])=[O:17])[CH2:10]1)=[O:7])([CH3:4])([CH3:3])[CH3:2].C(N(CC)CC)C.[CH3:28][S:29](Cl)(=[O:31])=[O:30].Cl. Product: [C:1]([O:5][C:6]([NH:8][C@H:9]1[C@H:14]([O:15][S:29]([CH3:28])(=[O:31])=[O:30])[CH2:13][CH2:12][C@H:11]([C:16]([O:18][CH2:19][CH3:20])=[O:17])[CH2:10]1)=[O:7])([CH3:4])([CH3:3])[CH3:2]. The catalyst class is: 4. (4) Reactant: [Cl:1][C:2]1[CH:7]=[CH:6][C:5]([C:8]2[CH:16]=[CH:15][CH:14]=[C:13]3[C:9]=2[CH2:10][C:11](=[O:17])[NH:12]3)=[CH:4][CH:3]=1.[CH2:18]([N:20]([CH2:35][CH3:36])[CH2:21][CH2:22][NH:23][C:24]([C:26]1[C:30]([CH3:31])=[C:29]([CH:32]=O)[NH:28][C:27]=1[CH3:34])=[O:25])[CH3:19]. Product: [CH2:35]([N:20]([CH2:18][CH3:19])[CH2:21][CH2:22][NH:23][C:24]([C:26]1[C:30]([CH3:31])=[C:29]([CH:32]=[C:10]2[C:9]3[C:13](=[CH:14][CH:15]=[CH:16][C:8]=3[C:5]3[CH:4]=[CH:3][C:2]([Cl:1])=[CH:7][CH:6]=3)[NH:12][C:11]2=[O:17])[NH:28][C:27]=1[CH3:34])=[O:25])[CH3:36]. The catalyst class is: 360. (5) Reactant: C[O:2][C:3]([CH2:5][CH2:6][C:7]1([C:12]2[CH:17]=[CH:16][CH:15]=[CH:14][CH:13]=2)[O:11][CH2:10][CH2:9][O:8]1)=O.[H-].[Al+3].[Li+].[H-].[H-].[H-].O.C(OCC)(=O)C.CCCCCC. Product: [OH:2][CH2:3][CH2:5][CH2:6][C:7]1([C:12]2[CH:17]=[CH:16][CH:15]=[CH:14][CH:13]=2)[O:8][CH2:9][CH2:10][O:11]1. The catalyst class is: 27. (6) Reactant: [CH3:1][C:2]1([C:9]2[CH:14]=[CH:13][C:12]([O:15][CH:16]([CH3:18])[CH3:17])=[CH:11][N:10]=2)[NH:6][C:5](=[O:7])[NH:4][C:3]1=[O:8].C(=O)([O-])[O-].[K+].[K+].[CH2:25]([O:32][C:33]([C:42]1[CH:47]=[CH:46][C:45]([N:48]2[CH2:53][CH2:52][N:51]([C:54](=[O:57])[CH2:55]Br)[CH2:50][CH2:49]2)=[C:44]([CH:58]=[CH:59][CH3:60])[CH:43]=1)([C:38]([F:41])([F:40])[F:39])[C:34]([F:37])([F:36])[F:35])[C:26]1[CH:31]=[CH:30][CH:29]=[CH:28][CH:27]=1.O. Product: [CH2:25]([O:32][C:33]([C:42]1[CH:47]=[CH:46][C:45]([N:48]2[CH2:53][CH2:52][N:51]([C:54](=[O:57])[CH2:55][N:4]3[C:3](=[O:8])[C:2]([C:9]4[CH:14]=[CH:13][C:12]([O:15][CH:16]([CH3:18])[CH3:17])=[CH:11][N:10]=4)([CH3:1])[NH:6][C:5]3=[O:7])[CH2:50][CH2:49]2)=[C:44](/[CH:58]=[CH:59]\[CH3:60])[CH:43]=1)([C:34]([F:35])([F:36])[F:37])[C:38]([F:39])([F:40])[F:41])[C:26]1[CH:31]=[CH:30][CH:29]=[CH:28][CH:27]=1. The catalyst class is: 9. (7) Reactant: [CH2:1]([O:3][C:4]1[CH:5]=[CH:6][C:7]2[N:8]([N:10]=[C:11]([C:14]3[CH:31]=[CH:30][C:17]([O:18][CH2:19][C@@H:20]([NH:22][C:23](=O)[O:24]C(C)(C)C)[CH3:21])=[CH:16][C:15]=3[F:32])[C:12]=2[F:13])[CH:9]=1)[CH3:2].Cl.[C:34](OCC)(=O)C. Product: [CH2:1]([O:3][C:4]1[CH:5]=[CH:6][C:7]2[N:8]([N:10]=[C:11]([C:14]3[CH:31]=[CH:30][C:17]([O:18][CH2:19][C@@H:20]([NH:22][C:23](=[O:24])[CH3:34])[CH3:21])=[CH:16][C:15]=3[F:32])[C:12]=2[F:13])[CH:9]=1)[CH3:2]. The catalyst class is: 13.